Dataset: Full USPTO retrosynthesis dataset with 1.9M reactions from patents (1976-2016). Task: Predict the reactants needed to synthesize the given product. Given the product [C:1]([O:5][C:6]([C@H:23]([CH2:22][C:22]1[CH2:23][CH2:24][O:25][CH2:26][CH:27]=1)[C:24]([O:34][CH3:33])=[O:25])=[O:7])([CH3:2])([CH3:3])[CH3:4], predict the reactants needed to synthesize it. The reactants are: [C:1]([O:5][C:6](N[C@@H](CI)C(OC)=O)=[O:7])([CH3:4])([CH3:3])[CH3:2].FC(F)(F)S(O[C:22]1[CH2:23][CH2:24][O:25][CH2:26][CH:27]=1)(=O)=O.CN([CH:33]=[O:34])C.